Predict the reactants needed to synthesize the given product. From a dataset of Full USPTO retrosynthesis dataset with 1.9M reactions from patents (1976-2016). Given the product [CH3:47][O:46][C:43]1[CH:42]=[CH:41][C:40]([CH2:39][N:38]([CH2:37][C:36]2[CH:48]=[CH:49][C:33]([O:32][CH3:31])=[CH:34][CH:35]=2)[C:2]2[C:7]([N+:8]([O-:10])=[O:9])=[C:6]([NH:11][CH2:12][CH:13]3[CH2:18][CH2:17][O:16][CH2:15][CH2:14]3)[CH:5]=[C:4]([CH2:19][CH2:20][CH2:21][CH2:22][CH3:23])[N:3]=2)=[CH:45][CH:44]=1, predict the reactants needed to synthesize it. The reactants are: Cl[C:2]1[C:7]([N+:8]([O-:10])=[O:9])=[C:6]([NH:11][CH2:12][CH:13]2[CH2:18][CH2:17][O:16][CH2:15][CH2:14]2)[CH:5]=[C:4]([CH2:19][CH2:20][CH2:21][CH2:22][CH3:23])[N:3]=1.C(N(CC)CC)C.[CH3:31][O:32][C:33]1[CH:49]=[CH:48][C:36]([CH2:37][NH:38][CH2:39][C:40]2[CH:45]=[CH:44][C:43]([O:46][CH3:47])=[CH:42][CH:41]=2)=[CH:35][CH:34]=1.